Task: Predict the reactants needed to synthesize the given product.. Dataset: Full USPTO retrosynthesis dataset with 1.9M reactions from patents (1976-2016) (1) Given the product [C:1]([C:5]1[CH:13]=[CH:12][CH:11]=[CH:10][C:6]=1[C:7]([NH:47][C@H:48]1[C:56]2[C:51](=[CH:52][CH:53]=[C:54]([C:57]([O:59][CH3:60])=[O:58])[CH:55]=2)[CH2:50][CH2:49]1)=[O:9])([CH3:2])([CH3:3])[CH3:4], predict the reactants needed to synthesize it. The reactants are: [C:1]([C:5]1[CH:13]=[CH:12][CH:11]=[CH:10][C:6]=1[C:7]([OH:9])=O)([CH3:4])([CH3:3])[CH3:2].CN(C(ON1N=NC2C=CC=NC1=2)=[N+](C)C)C.F[P-](F)(F)(F)(F)F.CCN(C(C)C)C(C)C.[NH2:47][C@H:48]1[C:56]2[C:51](=[CH:52][CH:53]=[C:54]([C:57]([O:59][CH3:60])=[O:58])[CH:55]=2)[CH2:50][CH2:49]1. (2) Given the product [CH3:1][N:2]1[C:6]2[CH:7]=[CH:8][CH:9]=[C:10]([NH2:11])[C:5]=2[N:4]=[CH:3]1, predict the reactants needed to synthesize it. The reactants are: [CH3:1][N:2]1[C:6]2[CH:7]=[CH:8][CH:9]=[C:10]([N+:11]([O-])=O)[C:5]=2[N:4]=[CH:3]1.[H][H]. (3) Given the product [F:26][C:23]1[CH:24]=[CH:25][C:20]([C:18]2[CH2:17][O:14][C:13](=[O:15])[C:12]=2[C:10]2[CH:9]=[CH:8][C:5]3[O:6][CH2:7][C:2](=[O:1])[NH:3][C:4]=3[CH:11]=2)=[CH:21][CH:22]=1, predict the reactants needed to synthesize it. The reactants are: [O:1]=[C:2]1[CH2:7][O:6][C:5]2[CH:8]=[CH:9][C:10]([CH2:12][C:13]([OH:15])=[O:14])=[CH:11][C:4]=2[NH:3]1.Cl[CH2:17][C:18]([C:20]1[CH:25]=[CH:24][C:23]([F:26])=[CH:22][CH:21]=1)=O. (4) Given the product [CH3:1][C:2]1[C:3]([C:11]([OH:13])=[O:12])=[CH:4][C:5]2[N:9]=[N:8][NH:7][C:6]=2[CH:10]=1, predict the reactants needed to synthesize it. The reactants are: [CH3:1][C:2]1[C:3]([C:11]([O:13]C)=[O:12])=[CH:4][C:5]2[N:9]=[N:8][NH:7][C:6]=2[CH:10]=1.[OH-].[Na+]. (5) Given the product [Br:11][C:4]1[N:3]=[C:2]([F:1])[C:7]([OH:8])=[CH:6][CH:5]=1, predict the reactants needed to synthesize it. The reactants are: [F:1][C:2]1[C:7]([OH:8])=[CH:6][CH:5]=[CH:4][N:3]=1.[OH-].[Na+].[Br:11]Br.S([O-])([O-])=O.[Na+].[Na+]. (6) Given the product [CH2:1]([O:3][C:4]1[CH2:13][C:12]2[C:11]([NH2:14])=[CH:10][CH:9]=[CH:8][C:7]=2[CH2:6][CH:5]=1)[CH3:2], predict the reactants needed to synthesize it. The reactants are: [CH2:1]([O:3][C:4]1[CH:13]=[C:12]2[C:7]([CH:8]=[CH:9][CH:10]=[C:11]2[NH2:14])=[CH:6][CH:5]=1)[CH3:2].[Li].CO.N. (7) Given the product [CH3:32][O:33][C:34]1[CH:8]=[C:9]([CH:10]=[CH:31][CH:30]=1)[CH2:14][N:22]([CH:23]([CH3:25])[CH3:24])[C:20]([C:19]1[C:14]([C:9]2[CH:10]=[CH:11][CH:12]=[CH:13][C:8]=2[F:7])=[N:15][C:16]([N:1]2[CH2:6][CH2:5][CH2:4][CH2:3][CH2:2]2)=[N:17][CH:18]=1)=[O:21], predict the reactants needed to synthesize it. The reactants are: [NH:1]1[CH2:6][CH2:5][CH2:4][CH2:3][CH2:2]1.[F:7][C:8]1[CH:13]=[CH:12][CH:11]=[CH:10][C:9]=1[C:14]1[C:19]([C:20]([NH:22][CH:23]([CH3:25])[CH3:24])=[O:21])=[CH:18][N:17]=[C:16](S(C)(=O)=O)[N:15]=1.[CH2:30]1[CH2:34][O:33][CH2:32][CH2:31]1.